This data is from Full USPTO retrosynthesis dataset with 1.9M reactions from patents (1976-2016). The task is: Predict the reactants needed to synthesize the given product. (1) Given the product [CH:1]([C:4]1[C:8]2[CH:9]=[CH:10][CH:11]=[CH:12][C:7]=2[O:6][C:5]=1[CH2:13][N:14]([CH3:15])[C:30](=[O:32])/[CH:29]=[CH:28]/[C:25]1[CH:26]=[N:27][C:21]2[NH:20][C:19](=[O:34])[CH2:18][O:23][C:22]=2[CH:24]=1)([CH3:3])[CH3:2], predict the reactants needed to synthesize it. The reactants are: [CH:1]([C:4]1[C:8]2[CH:9]=[CH:10][CH:11]=[CH:12][C:7]=2[O:6][C:5]=1[CH2:13][NH:14][CH3:15])([CH3:3])[CH3:2].Cl.C[C:18]1(C)[O:23][C:22]2[CH:24]=[C:25]([CH:28]=[CH:29][C:30]([OH:32])=O)[CH:26]=[N:27][C:21]=2[NH:20][CH2:19]1.[OH:34]N1C2C=CC=CC=2N=N1.C(N(C(C)C)CC)(C)C.CN(C)CCCN=C=NCC. (2) The reactants are: [C:1]([O:5][C:6]([N:8]1[CH:20]([C:21](O)=[O:22])[CH2:19][C:18]2[C:17]3[C:12](=[CH:13][CH:14]=[CH:15][CH:16]=3)[NH:11][C:10]=2[CH2:9]1)=[O:7])([CH3:4])([CH3:3])[CH3:2].CC[N:26]=C=NCCCN(C)C.Cl.C1C=CC2N(O)N=NC=2C=1.CCN(C(C)C)C(C)C.[NH4+].[Cl-]. Given the product [C:21]([CH:20]1[N:8]([C:6]([O:5][C:1]([CH3:2])([CH3:3])[CH3:4])=[O:7])[CH2:9][C:10]2[NH:11][C:12]3[C:17]([C:18]=2[CH2:19]1)=[CH:16][CH:15]=[CH:14][CH:13]=3)(=[O:22])[NH2:26], predict the reactants needed to synthesize it. (3) Given the product [ClH:1].[Cl:25][C:26]1[C:35]2[C:34](=[O:36])[NH:33][C@H:32]3[CH2:37][NH:38][CH2:39][C@@H:31]3[C:30]=2[C:29]([CH2:47][CH3:48])=[CH:28][CH:27]=1, predict the reactants needed to synthesize it. The reactants are: [Cl:1]C1C2C(=O)N[C@H]3CN(C(OC(C)(C)C)=O)C[C@@H]3C=2C(CC)=CC=1.[Cl:25][C:26]1[C:35]2[C:34](=[O:36])[NH:33][C@@H:32]3[CH2:37][N:38](C(OC(C)(C)C)=O)[CH2:39][C@H:31]3[C:30]=2[C:29]([CH2:47][CH3:48])=[CH:28][CH:27]=1. (4) Given the product [NH:16]1[C:20]2[CH:21]=[CH:22][CH:23]=[CH:24][C:19]=2[N:18]=[C:17]1[C:25]([C:27]1[CH:32]=[CH:31][C:30]([O:33][C:2]2[C:7]([CH:8]3[CH2:12][CH2:11][N:10]([C:13](=[O:15])[CH3:14])[CH2:9]3)=[CH:6][CH:5]=[CH:4][N:3]=2)=[CH:29][CH:28]=1)=[O:26], predict the reactants needed to synthesize it. The reactants are: F[C:2]1[C:7]([CH:8]2[CH2:12][CH2:11][N:10]([C:13](=[O:15])[CH3:14])[CH2:9]2)=[CH:6][CH:5]=[CH:4][N:3]=1.[NH:16]1[C:20]2[CH:21]=[CH:22][CH:23]=[CH:24][C:19]=2[N:18]=[C:17]1[C:25]([C:27]1[CH:32]=[CH:31][C:30]([OH:33])=[CH:29][CH:28]=1)=[O:26].C(=O)([O-])[O-].[Cs+].[Cs+]. (5) Given the product [CH2:20]([NH:27][C:4]([C:6]1[C:15](=[O:16])[C:14]2[C:9](=[CH:10][CH:11]=[C:12]([O:17][CH2:18][CH3:19])[N:13]=2)[NH:8][CH:7]=1)=[O:5])[C:21]1[CH:26]=[CH:25][CH:24]=[CH:23][CH:22]=1.[CH3:28][S:29]([CH3:31])=[O:30], predict the reactants needed to synthesize it. The reactants are: C(O[C:4]([C:6]1[C:15](=[O:16])[C:14]2[C:9](=[CH:10][CH:11]=[C:12]([O:17][CH2:18][CH3:19])[N:13]=2)[NH:8][CH:7]=1)=[O:5])C.[CH2:20]([NH2:27])[C:21]1[CH:26]=[CH:25][CH:24]=[CH:23][CH:22]=1.[CH3:28][S:29]([CH3:31])=[O:30]. (6) Given the product [Br:14][C:11]1[CH:12]=[CH:13][C:8]2[O:7][C:6]([CH3:15])=[C:5]([C:3]([OH:4])=[O:2])[C:9]=2[CH:10]=1, predict the reactants needed to synthesize it. The reactants are: C[O:2][C:3]([C:5]1[C:9]2[CH:10]=[C:11]([Br:14])[CH:12]=[CH:13][C:8]=2[O:7][C:6]=1[CH3:15])=[O:4].[Li+].[OH-].Cl. (7) Given the product [NH:35]1[C:36]2[C:32](=[C:31]([C:29]3[CH:28]=[C:27]4[C:23]([CH:24]=[N:25][NH:26]4)=[C:22]([NH:21][C:19]([C:17]4[CH:16]=[CH:15][CH:14]=[C:13]([O:9][CH:6]5[CH2:7][CH2:8][O:3][CH2:4][CH2:5]5)[N:18]=4)=[O:20])[CH:30]=3)[CH:39]=[CH:38][CH:37]=2)[CH:33]=[CH:34]1, predict the reactants needed to synthesize it. The reactants are: [H-].[Na+].[O:3]1[CH2:8][CH2:7][CH:6]([OH:9])[CH2:5][CH2:4]1.[H][H].F[C:13]1[N:18]=[C:17]([C:19]([NH:21][C:22]2[CH:30]=[C:29]([C:31]3[CH:39]=[CH:38][CH:37]=[C:36]4[C:32]=3[CH:33]=[CH:34][NH:35]4)[CH:28]=[C:27]3[C:23]=2[CH:24]=[N:25][NH:26]3)=[O:20])[CH:16]=[CH:15][CH:14]=1. (8) Given the product [C:24]([O:23][C:22](=[O:28])[NH:21][CH2:20][CH:16]1[CH2:17][CH2:18][CH2:19][N:14]([C:6]2[C:7]3[C:12](=[CH:11][CH:10]=[CH:9][CH:8]=3)[C:3]([C:1]#[N:2])=[CH:4][CH:5]=2)[CH2:15]1)([CH3:27])([CH3:25])[CH3:26], predict the reactants needed to synthesize it. The reactants are: [C:1]([C:3]1[C:12]2[C:7](=[CH:8][CH:9]=[CH:10][CH:11]=2)[C:6](F)=[CH:5][CH:4]=1)#[N:2].[NH:14]1[CH2:19][CH2:18][CH2:17][CH:16]([CH2:20][NH:21][C:22](=[O:28])[O:23][C:24]([CH3:27])([CH3:26])[CH3:25])[CH2:15]1.C1CCN2C(=NCCC2)CC1. (9) Given the product [F:20][C:18]1[CH:17]=[CH:16][CH:15]=[C:14]2[C:19]=1[C:11]([CH2:10][N:9]1[C:5]3[N:6]=[CH:7][NH:8][C:4]=3[C:2](=[O:3])[NH:1][C:37]1=[S:38])=[CH:12][N:13]2[C:21]([O:23][C:24]([CH3:27])([CH3:26])[CH3:25])=[O:22], predict the reactants needed to synthesize it. The reactants are: [NH2:1][C:2]([C:4]1[NH:8][CH:7]=[N:6][C:5]=1[NH:9][CH2:10][C:11]1[C:19]2[C:14](=[CH:15][CH:16]=[CH:17][C:18]=2[F:20])[N:13]([C:21]([O:23][C:24]([CH3:27])([CH3:26])[CH3:25])=[O:22])[CH:12]=1)=[O:3].C(N=[C:37]=[S:38])(=O)C1C=CC=CC=1.